This data is from Forward reaction prediction with 1.9M reactions from USPTO patents (1976-2016). The task is: Predict the product of the given reaction. (1) Given the reactants [C:1]([N:5]1[C:29](=[O:30])[C:28]2[N:13]3[CH2:14][CH2:15][C:16]4[CH:17]=[C:18]([O:26][CH3:27])[C:19]([O:22][CH:23]([CH3:25])[CH3:24])=[CH:20][C:21]=4[C:12]3=[C:11](Br)[C:10]=2[CH2:9][O:8][CH2:7][CH2:6]1)([CH3:4])([CH3:3])[CH3:2].C([O-])([O-])=O.[K+].[K+].[OH-].[Na+], predict the reaction product. The product is: [C:1]([N:5]1[C:29](=[O:30])[C:28]2[N:13]3[CH2:14][CH2:15][C:16]4[CH:17]=[C:18]([O:26][CH3:27])[C:19]([O:22][CH:23]([CH3:25])[CH3:24])=[CH:20][C:21]=4[C:12]3=[C:11]([C:16]3[CH:15]=[CH:14][N:13]=[CH:12][CH:21]=3)[C:10]=2[CH2:9][O:8][CH2:7][CH2:6]1)([CH3:4])([CH3:3])[CH3:2]. (2) Given the reactants [Cl:1][C:2]1[CH:10]=[CH:9][C:5]([C:6]([OH:8])=O)=[CH:4][CH:3]=1.C(Cl)(C(Cl)=O)=O.[F:17][C:18]1[CH:24]=[CH:23][C:21]([NH2:22])=[CH:20][C:19]=1[N+:25]([O-:27])=[O:26].CCN(C(C)C)C(C)C, predict the reaction product. The product is: [Cl:1][C:2]1[CH:3]=[CH:4][C:5]([C:6]([NH:22][C:21]2[CH:23]=[CH:24][C:18]([F:17])=[C:19]([N+:25]([O-:27])=[O:26])[CH:20]=2)=[O:8])=[CH:9][CH:10]=1. (3) Given the reactants [CH2:1]([N:8]1[CH:16]=[C:15]2[C:10]([CH:11]=[C:12]([C:17]3[CH:18]=[C:19]([CH:27]4[O:32][CH2:31][CH:30]5[CH2:33][NH:34][CH2:35][CH2:36][N:29]5[CH2:28]4)[N:20]4[C:25]=3[C:24]([NH2:26])=[N:23][CH:22]=[N:21]4)[CH:13]=[CH:14]2)=[N:9]1)[C:2]1[CH:7]=[CH:6][CH:5]=[CH:4][CH:3]=1.C([O-])([O-])=O.[K+].[K+].[I-].[K+].Cl[CH2:46][C:47]([N:49]([CH3:51])[CH3:50])=[O:48], predict the reaction product. The product is: [NH2:26][C:24]1[C:25]2=[C:17]([C:12]3[CH:13]=[CH:14][C:15]4[C:10]([CH:11]=3)=[N:9][N:8]([CH2:1][C:2]3[CH:7]=[CH:6][CH:5]=[CH:4][CH:3]=3)[CH:16]=4)[CH:18]=[C:19]([CH:27]3[O:32][CH2:31][CH:30]4[CH2:33][N:34]([CH2:46][C:47]([N:49]([CH3:51])[CH3:50])=[O:48])[CH2:35][CH2:36][N:29]4[CH2:28]3)[N:20]2[N:21]=[CH:22][N:23]=1. (4) The product is: [CH:9]([O:12][C:13]1[CH:14]=[CH:15][C:16]([N:19]2[C:24](=[O:25])[C:23]([CH2:26][C:27]3[CH:32]=[CH:31][C:30]([C:33]4[CH:38]=[CH:37][CH:36]=[CH:35][C:34]=4[C:39]4[NH:3][C:4](=[O:7])[O:5][N:40]=4)=[CH:29][CH:28]=3)=[C:22]([CH2:41][CH2:42][CH3:43])[N:21]=[C:20]2[CH3:44])=[CH:17][CH:18]=1)([CH3:11])[CH3:10]. Given the reactants [Cl-].O[NH3+:3].[C:4](=[O:7])([O-])[OH:5].[Na+].[CH:9]([O:12][C:13]1[CH:18]=[CH:17][C:16]([N:19]2[C:24](=[O:25])[C:23]([CH2:26][C:27]3[CH:32]=[CH:31][C:30]([C:33]4[C:34]([C:39]#[N:40])=[CH:35][CH:36]=[CH:37][CH:38]=4)=[CH:29][CH:28]=3)=[C:22]([CH2:41][CH2:42][CH3:43])[N:21]=[C:20]2[CH3:44])=[CH:15][CH:14]=1)([CH3:11])[CH3:10].O, predict the reaction product. (5) The product is: [C:4]([OH:1])(=[O:55])[CH2:3][CH2:2][C:57]([OH:59])=[O:60].[NH2:30][C:28]1[N:29]=[C:24]([C:22]2[N:23]=[C:18]([NH:17][C:14]3[CH:13]=[CH:12][C:11]([N:8]4[CH2:9][CH2:10][N:5]([CH:3]5[CH2:4][O:1][CH2:2]5)[CH2:6][CH2:7]4)=[CH:16][CH:15]=3)[C:19]3[N:20]([CH:45]=[CH:46][N:47]=3)[CH:21]=2)[CH:25]=[N:26][CH:27]=1. Given the reactants [O:1]1[CH2:4][CH:3]([N:5]2[CH2:10][CH2:9][N:8]([C:11]3[CH:16]=[CH:15][C:14]([NH:17][C:18]4[C:19]5[N:20]([CH:45]=[CH:46][N:47]=5)[CH:21]=[C:22]([C:24]5[N:29]=[C:28]([N:30](C(OC(C)(C)C)=O)C(OC(C)(C)C)=O)[CH:27]=[N:26][CH:25]=5)[N:23]=4)=[CH:13][CH:12]=3)[CH2:7][CH2:6]2)[CH2:2]1.S(=O)(=O)(O)O.CC(C)=[O:55].[C:57](=[O:60])([O-:59])[O-].[Na+].[Na+], predict the reaction product. (6) The product is: [CH2:9]([O:8][C:6]([C:5]1[CH:11]=[CH:12][C:2]([N:19]2[CH2:18][C:17]3[CH2:13][N:14]([C:21]([O:23][C:24]([CH3:27])([CH3:26])[CH3:25])=[O:22])[CH2:15][C:16]=3[CH2:20]2)=[N:3][CH:4]=1)=[O:7])[CH3:10]. Given the reactants Cl[C:2]1[CH:12]=[CH:11][C:5]([C:6]([O:8][CH2:9][CH3:10])=[O:7])=[CH:4][N:3]=1.[CH2:13]1[C:17]2[CH2:18][NH:19][CH2:20][C:16]=2[CH2:15][N:14]1[C:21]([O:23][C:24]([CH3:27])([CH3:26])[CH3:25])=[O:22].C(=O)([O-])[O-].[Cs+].[Cs+], predict the reaction product.